Task: Predict which catalyst facilitates the given reaction.. Dataset: Catalyst prediction with 721,799 reactions and 888 catalyst types from USPTO (1) Reactant: [F:1][C:2]1[CH:7]=[CH:6][C:5]([CH2:8][C:9]([OH:11])=[O:10])=[CH:4][CH:3]=1.[N+:12]([O-])([OH:14])=[O:13]. Product: [F:1][C:2]1[CH:3]=[CH:4][C:5]([CH2:8][C:9]([OH:11])=[O:10])=[CH:6][C:7]=1[N+:12]([O-:14])=[O:13]. The catalyst class is: 65. (2) Reactant: C[O:2][C:3](=[O:25])[C:4]1[CH:9]=[CH:8][C:7]([CH:10]([O:17][C:18]2[CH:23]=[CH:22][C:21]([Br:24])=[CH:20][CH:19]=2)[CH2:11][CH2:12][CH2:13][CH2:14][CH2:15][CH3:16])=[CH:6][CH:5]=1.[OH-].[Na+]. Product: [Br:24][C:21]1[CH:20]=[CH:19][C:18]([O:17][CH:10]([C:7]2[CH:6]=[CH:5][C:4]([C:3]([OH:25])=[O:2])=[CH:9][CH:8]=2)[CH2:11][CH2:12][CH2:13][CH2:14][CH2:15][CH3:16])=[CH:23][CH:22]=1. The catalyst class is: 8. (3) Reactant: [N+:1]([C:4]1[CH:9]=[CH:8][C:7]([C:10]2[CH2:11][CH2:12][NH:13][CH2:14][CH:15]=2)=[CH:6][N:5]=1)([O-:3])=[O:2].C=O.[C:18](O)(=O)C. Product: [CH3:18][N:13]1[CH2:12][CH:11]=[C:10]([C:7]2[CH:8]=[CH:9][C:4]([N+:1]([O-:3])=[O:2])=[N:5][CH:6]=2)[CH2:15][CH2:14]1. The catalyst class is: 5.